Dataset: Forward reaction prediction with 1.9M reactions from USPTO patents (1976-2016). Task: Predict the product of the given reaction. (1) The product is: [C:1]([O:5][C:6]([N:8]1[CH2:13][CH:12]=[C:11]([C:28]2[CH:29]=[CH:30][C:25]([C:22]([OH:24])=[O:23])=[CH:26][CH:27]=2)[CH2:10][CH2:9]1)=[O:7])([CH3:4])([CH3:3])[CH3:2]. Given the reactants [C:1]([O:5][C:6]([N:8]1[CH2:13][CH:12]=[C:11](OS(C(F)(F)F)(=O)=O)[CH2:10][CH2:9]1)=[O:7])([CH3:4])([CH3:3])[CH3:2].[C:22]([C:25]1[CH:30]=[CH:29][C:28](OB(O)O)=[CH:27][CH:26]=1)([OH:24])=[O:23].[Cl-].[Li+].C(=O)([O-])[O-].[Na+].[Na+].Cl, predict the reaction product. (2) Given the reactants [CH3:1][N:2]1[CH:6]=[C:5]([CH2:7][C:8]2[C:9](=[O:15])[NH:10][C:11](=[S:14])[NH:12][CH:13]=2)[CH:4]=[N:3]1.I[CH2:17][CH2:18][C:19]1[CH:24]=[CH:23][C:22]([O:25][C:26]2[CH:31]=[CH:30][C:29]([Cl:32])=[C:28]([C:33]([F:36])([F:35])[F:34])[CH:27]=2)=[CH:21][CH:20]=1.CCN(C(C)C)C(C)C, predict the reaction product. The product is: [Cl:32][C:29]1[CH:30]=[CH:31][C:26]([O:25][C:22]2[CH:23]=[CH:24][C:19]([CH2:18][CH2:17][S:14][C:11]3[NH:12][CH:13]=[C:8]([CH2:7][C:5]4[CH:4]=[N:3][N:2]([CH3:1])[CH:6]=4)[C:9](=[O:15])[N:10]=3)=[CH:20][CH:21]=2)=[CH:27][C:28]=1[C:33]([F:34])([F:35])[F:36].